Dataset: Forward reaction prediction with 1.9M reactions from USPTO patents (1976-2016). Task: Predict the product of the given reaction. (1) Given the reactants [F:1][CH:2]([F:29])[C:3]([N:5]1[C@H:9]([CH2:10][F:11])[C@@H:8]([C:12]2[CH:17]=[CH:16][C:15](B3OC(C)(C)C(C)(C)O3)=[CH:14][CH:13]=2)[O:7][C:6]1([CH3:28])[CH3:27])=[O:4].Br[C:31]1[CH:32]=[CH:33][C:34]([C:37]([NH:41][C:42](=[O:48])[O:43][C:44]([CH3:47])([CH3:46])[CH3:45])([CH3:40])[CH2:38][OH:39])=[N:35][CH:36]=1.C(=O)(O)[O-].[Na+], predict the reaction product. The product is: [F:29][CH:2]([F:1])[C:3]([N:5]1[C@H:9]([CH2:10][F:11])[C@@H:8]([C:12]2[CH:17]=[CH:16][C:15]([C:31]3[CH:32]=[CH:33][C:34]([C:37]([NH:41][C:42](=[O:48])[O:43][C:44]([CH3:47])([CH3:46])[CH3:45])([CH3:40])[CH2:38][OH:39])=[N:35][CH:36]=3)=[CH:14][CH:13]=2)[O:7][C:6]1([CH3:27])[CH3:28])=[O:4]. (2) Given the reactants C(O[C:6]([N:8]1[CH2:12][C:11](=[N:13][O:14][CH3:15])[CH2:10][C@H:9]1[C:16]([OH:18])=O)=[O:7])(C)(C)C.[N:19]1[CH:24]=[CH:23][C:22]([C:25]2[CH:33]=[CH:32][C:28](C(O)=O)=[CH:27][CH:26]=2)=[CH:21][CH:20]=1.[C:34]1([NH:40][CH2:41][CH2:42][NH2:43])[CH:39]=[CH:38][CH:37]=[CH:36][CH:35]=1, predict the reaction product. The product is: [NH:40]([CH2:41][CH2:42][NH:43][C:16]([C@@H:9]1[CH2:10][C:11](=[N:13][O:14][CH3:15])[CH2:12][N:8]1[C:6](=[O:7])[C:28]1[CH:27]=[CH:26][C:25]([C:22]2[CH:21]=[CH:20][N:19]=[CH:24][CH:23]=2)=[CH:33][CH:32]=1)=[O:18])[C:34]1[CH:39]=[CH:38][CH:37]=[CH:36][CH:35]=1.